Dataset: Peptide-MHC class II binding affinity with 134,281 pairs from IEDB. Task: Regression. Given a peptide amino acid sequence and an MHC pseudo amino acid sequence, predict their binding affinity value. This is MHC class II binding data. The peptide sequence is FATCFLIPLTSQFFLP. The MHC is DRB1_1201 with pseudo-sequence DRB1_1201. The binding affinity (normalized) is 0.246.